Regression/Classification. Given an antibody's heavy chain and light chain sequences, predict its developability. TAP uses regression for 5 developability metrics; SAbDab uses binary classification. From a dataset of Antibody developability classification from SAbDab with 2,409 antibodies. (1) The antibody is ['QVQLVQSGAEVQKPGASVKVSCKASGYTFASYDINWVRQATGQGLEWMGWMNPKTGNTGYAQKFQGRVTLTRNTSISTAYMELTSLRSEDTAVYYCATYRIIAAVGYRYFQYWGQGTLVTVSS', 'DIQLTQSPSSLSASVGDSVTITCRASQGFGNYLAWYQQRPGKVPEVLIYAATTLQSGVPSRFSGSGSGTDFTLTISSLQPEDVATYYCQKYNSAPFTFGQGTRLEIK']. Result: 1 (developable). (2) The antibody is ['EVQLVQSGAEVKKPGATVKISCKASGYTFSDFYMYWVRQAPGKGLEWMGLIDPEDADTMYAEKFRGRVTITADTSTDTGYLELSSLRSEDTAVYYCAADPWELNAFNVWGQGTLVSVSS', 'DIQMTQSPSSVSASVGDRVTITCRASQDISTWLAWYQQKPGKAPKLLIYAASTLQSGVPSRFSGSGSGTDFSLTINSLQPEDFATYYCQQANSFFTFGGGTKVEIK']. Result: 0 (not developable). (3) The antibody is ['QVQLQQPGAELVKPGASVKLSCKASGYTFTSYWMHWVKQRPGRGLEWIGRIDPNSGGTAYNEKFKSKATLTVDKPSSTAYMALSSLTSADSAVYYCARYDYYGGSYFDYWGQGTTLTVSS', 'QAVVTQESALTTSPGETVTLTCRSSTGAVTTSNYANWVQEKPDHLFTGLIGGTNNRAPGVPARFSGSLIGDKAALTITGGQTEDEAIYFCALWYSNHWVFGGGTKLTVL']. Result: 0 (not developable). (4) The antibody is ['2atk', 'PROT_7E7F8549']. Result: 0 (not developable). (5) Result: 0 (not developable). The antibody is ['EVQLVESGGGLVKPGGSLRLSCAASGFTFSSYSMNWVRQAPGKGLEWVSSISSSSSYIYYADSVKGRFTISRDNAKNSLYLQMNSLRAEDTAVYYCARLGYCSGGSCHFDYWGQGTLVTVSS', 'QSVLTQPPSVSGAPGQRVTISCTGSSSNIGAGYDVHWYQQLPGTAPKLLIYGNSNRPSGVPDRFSGSKSGTSASLAITGLQAEDEADYYCQSYDSSLSGFYVFGTGTKVTVL']. (6) The antibody is ['QVTLRESGPALVKPTQTLTLTCTFSGFSLSTAGMSVGWIRQPPGKALEWLADIWWDDKKHYNPSLKDRLTISKDTSKNQVVLKVTNMDPADTATYYCARDMIFNFYFDVWGQGTTVTVSS', 'DIQMTQSPSTLSASVGDRVTITCSASSRVGYMHWYQQKPGKAPKLLIYDTSKLASGVPSRFSGSGSGTEFTLTISSLQPDDFATYYCFQGSGYPFTFGGGTKVEIK']. Result: 1 (developable).